From a dataset of Full USPTO retrosynthesis dataset with 1.9M reactions from patents (1976-2016). Predict the reactants needed to synthesize the given product. (1) Given the product [C:1]([C:5]1[CH:6]=[C:7]2[C:12](=[C:13]([F:15])[CH:14]=1)[C:11](=[O:16])[N:10]([C:17]1[C:18]([CH2:35][OH:36])=[C:19]([N:23]3[C:31]4[C:26](=[CH:27][CH:28]=[CH:29][CH:30]=4)[C:25]([C:32]([NH2:34])=[O:33])=[CH:24]3)[CH:20]=[CH:21][CH:22]=1)[N:9]=[CH:8]2)([CH3:4])([CH3:2])[CH3:3], predict the reactants needed to synthesize it. The reactants are: [C:1]([C:5]1[CH:6]=[C:7]2[C:12](=[C:13]([F:15])[CH:14]=1)[C:11](=[O:16])[N:10]([C:17]1[C:18]([CH:35]=[O:36])=[C:19]([N:23]3[C:31]4[C:26](=[CH:27][CH:28]=[CH:29][CH:30]=4)[C:25]([C:32]([NH2:34])=[O:33])=[CH:24]3)[CH:20]=[CH:21][CH:22]=1)[N:9]=[CH:8]2)([CH3:4])([CH3:3])[CH3:2].[BH4-].[Na+]. (2) Given the product [F:8][C:6]1[CH:5]=[C:4]([NH:9][C:10]2[N:15]=[C:14]([N:16]3[C:20]([CH3:21])=[CH:19][C:18]([C:22]([F:25])([F:24])[F:23])=[N:17]3)[C:13]([C:26]3[CH:27]=[C:28](/[CH:32]=[CH:33]/[C:34]([OH:36])=[O:35])[CH:29]=[CH:30][CH:31]=3)=[CH:12][N:11]=2)[CH:3]=[C:2]([F:1])[CH:7]=1, predict the reactants needed to synthesize it. The reactants are: [F:1][C:2]1[CH:3]=[C:4]([NH:9][C:10]2[N:15]=[C:14]([N:16]3[C:20]([CH3:21])=[CH:19][C:18]([C:22]([F:25])([F:24])[F:23])=[N:17]3)[C:13]([C:26]3[CH:27]=[C:28](/[CH:32]=[CH:33]/[C:34]([O:36]CC)=[O:35])[CH:29]=[CH:30][CH:31]=3)=[CH:12][N:11]=2)[CH:5]=[C:6]([F:8])[CH:7]=1.O.[OH-].[Ba+2].[OH-].